Task: Predict the reactants needed to synthesize the given product.. Dataset: Retrosynthesis with 50K atom-mapped reactions and 10 reaction types from USPTO (1) Given the product COc1ccc(CSC(CCc2cccc(OC3CCOC3)c2)C(Cc2ccc(NC(=O)OC(C)(C)C)nc2)C(=O)OC(C)(C)C)cc1, predict the reactants needed to synthesize it. The reactants are: COc1ccc(CSC(CCc2cccc(O)c2)C(Cc2ccc(NC(=O)OC(C)(C)C)nc2)C(=O)OC(C)(C)C)cc1.OC1CCOC1. (2) The reactants are: CN1CC(=O)OB(c2ccc(OCCc3ccc(F)cc3)cc2)OC(=O)C1.Cc1nc(C)c([C@H](OC(C)(C)C)C(=O)OC(C)C)c(N2CCC(C(F)(F)F)CC2)c1Br. Given the product Cc1nc(C)c([C@H](OC(C)(C)C)C(=O)OC(C)C)c(N2CCC(C(F)(F)F)CC2)c1-c1ccc(OCCc2ccc(F)cc2)cc1, predict the reactants needed to synthesize it. (3) Given the product COc1ccc(Cn2cc(B3OC(C)(C)C(C)(C)O3)cn2)cc1, predict the reactants needed to synthesize it. The reactants are: CC1(C)OB(c2cn[nH]c2)OC1(C)C.COc1ccc(CCl)cc1. (4) The reactants are: CCOC(=O)CCN(C=O)Cc1cccs1. Given the product O=CN(CCC(=O)O)Cc1cccs1, predict the reactants needed to synthesize it.